From a dataset of Catalyst prediction with 721,799 reactions and 888 catalyst types from USPTO. Predict which catalyst facilitates the given reaction. (1) Reactant: [CH3:1][O:2][C:3]1[CH:4]=[CH:5][C:6]2[C:10]([CH:11]=1)=[N:9][N:8]([CH3:12])[C:7]=2[C:13]1[NH:21][C:20]2[C:15](=[N:16][CH:17]=[CH:18][C:19]=2[C:22]([O:24]C)=[O:23])[CH:14]=1.O[Li].O.O.Cl. Product: [CH3:1][O:2][C:3]1[CH:4]=[CH:5][C:6]2[C:10]([CH:11]=1)=[N:9][N:8]([CH3:12])[C:7]=2[C:13]1[NH:21][C:20]2[C:15](=[N:16][CH:17]=[CH:18][C:19]=2[C:22]([OH:24])=[O:23])[CH:14]=1. The catalyst class is: 1. (2) Reactant: Cl.[Cl:2][CH2:3][CH2:4][NH:5][CH2:6][CH2:7][Cl:8].Cl[C:10]([O:12][CH2:13][C:14]1[CH:19]=[CH:18][CH:17]=[CH:16][CH:15]=1)=[O:11].[OH-].[Na+].ClC([O-])=O. Product: [CH2:13]([O:12][C:10](=[O:11])[N:5]([CH2:6][CH2:7][Cl:8])[CH2:4][CH2:3][Cl:2])[C:14]1[CH:19]=[CH:18][CH:17]=[CH:16][CH:15]=1. The catalyst class is: 6. (3) Reactant: [Br:1][C:2]1[CH:10]=[CH:9][C:5]([C:6](O)=[O:7])=[C:4]([Cl:11])[CH:3]=1.ClC1N=C(OC)N=C(OC)N=1.CN1CCOCC1.Cl.[CH3:31][NH:32][O:33][CH3:34].C(N(CC)CC)C. Product: [Br:1][C:2]1[CH:10]=[CH:9][C:5]([C:6]([N:32]([O:33][CH3:34])[CH3:31])=[O:7])=[C:4]([Cl:11])[CH:3]=1. The catalyst class is: 7. (4) Reactant: O[CH:2]1[C:6]2[CH2:7][CH2:8][CH2:9][CH2:10][C:5]=2[C:4](=[O:11])[O:3]1.[CH2:12]([P:16]([CH2:21][CH2:22][CH2:23][CH3:24])[CH2:17][CH2:18][CH2:19][CH3:20])[CH2:13][CH2:14][CH3:15].[BrH:25]. Product: [Br-:25].[CH2:21]([P+:16]([CH2:12][CH2:13][CH2:14][CH3:15])([CH2:17][CH2:18][CH2:19][CH3:20])[CH:2]1[C:6]2[CH2:7][CH2:8][CH2:9][CH2:10][C:5]=2[C:4](=[O:11])[O:3]1)[CH2:22][CH2:23][CH3:24]. The catalyst class is: 15.